From a dataset of Reaction yield outcomes from USPTO patents with 853,638 reactions. Predict the reaction yield, written as a fraction of the theoretical maximum amount of product (1.0 means a 100% yield; for example, 0.34 means a 34% yield). (1) The reactants are [CH2:1]([N:8]1[CH2:31][CH2:30][C:11]2([O:19][C:18]3[C:14](=[N:15][N:16](CC4C=CC(OC)=CC=4)[CH:17]=3)[C:13](=[O:29])[CH2:12]2)[CH2:10][CH2:9]1)[C:2]1[CH:7]=[CH:6][CH:5]=[CH:4][CH:3]=1.FC(F)(F)C(O)=O. The catalyst is ClCCCl. The product is [CH2:1]([N:8]1[CH2:31][CH2:30][C:11]2([O:19][C:18]3[CH:17]=[N:16][NH:15][C:14]=3[C:13](=[O:29])[CH2:12]2)[CH2:10][CH2:9]1)[C:2]1[CH:3]=[CH:4][CH:5]=[CH:6][CH:7]=1. The yield is 0.910. (2) The reactants are Cl.C(OCC)(=O)C.C(OC(=O)[NH:14][CH:15]1[CH2:20][CH2:19][N:18]([C:21]2[CH:26]=[CH:25][C:24]([NH:27][C:28](=[O:43])[C:29]3[CH:34]=[C:33]([Cl:35])[CH:32]=[CH:31][C:30]=3[O:36]COCCOC)=[CH:23][C:22]=2[F:44])[CH2:17][CH2:16]1)(C)(C)C. The catalyst is C(OCC)(=O)C. The product is [ClH:35].[NH2:14][CH:15]1[CH2:16][CH2:17][N:18]([C:21]2[CH:26]=[CH:25][C:24]([NH:27][C:28](=[O:43])[C:29]3[CH:34]=[C:33]([Cl:35])[CH:32]=[CH:31][C:30]=3[OH:36])=[CH:23][C:22]=2[F:44])[CH2:19][CH2:20]1. The yield is 0.930.